From a dataset of Full USPTO retrosynthesis dataset with 1.9M reactions from patents (1976-2016). Predict the reactants needed to synthesize the given product. (1) Given the product [F:29][C:30]([F:41])([F:40])[C:31]([N:1]1[C@@H:5]2[CH2:6][N:7]([C:10]([O:12][CH2:13][C:14]3[CH:19]=[CH:18][CH:17]=[CH:16][CH:15]=3)=[O:11])[CH2:8][CH2:9][C@@H:4]2[CH2:3][CH2:2]1)=[O:32], predict the reactants needed to synthesize it. The reactants are: [NH:1]1[C@@H:5]2[CH2:6][N:7]([C:10]([O:12][CH2:13][C:14]3[CH:19]=[CH:18][CH:17]=[CH:16][CH:15]=3)=[O:11])[CH2:8][CH2:9][C@@H:4]2[CH2:3][CH2:2]1.CCN(C(C)C)C(C)C.[F:29][C:30]([F:41])([F:40])[C:31](O[C:31](=[O:32])[C:30]([F:41])([F:40])[F:29])=[O:32].C([O-])(O)=O.[Na+].C(Cl)Cl. (2) Given the product [CH2:10]([O:9][C:3](=[O:8])[CH2:4][C:5](=[O:6])[CH2:7][C:20](=[O:27])[C:21]1[CH:26]=[CH:25][CH:24]=[CH:23][CH:22]=1)[CH3:11], predict the reactants needed to synthesize it. The reactants are: [H-].[Na+].[C:3]([O:9][CH2:10][CH3:11])(=[O:8])[CH2:4][C:5]([CH3:7])=[O:6].[Li]CCCC.CON(C)[C:20](=[O:27])[C:21]1[CH:26]=[CH:25][CH:24]=[CH:23][CH:22]=1. (3) Given the product [ClH:62].[OH:8][CH2:9][C:10]([NH:13][C:14]([C:16]1[C:20]2=[N:21][C:22]([C:25]3[C:33]4[C:28](=[CH:29][C:30]([CH3:34])=[CH:31][CH:32]=4)[N:27]([CH2:35][CH2:36][N:37]4[CH2:38][CH2:39][O:40][CH2:41][CH2:42]4)[N:26]=3)=[CH:23][N:24]=[C:19]2[NH:18][CH:17]=1)=[O:15])([CH3:12])[CH3:11], predict the reactants needed to synthesize it. The reactants are: [Si]([O:8][CH2:9][C:10]([NH:13][C:14]([C:16]1[C:20]2=[N:21][C:22]([C:25]3[C:33]4[C:28](=[CH:29][C:30]([CH3:34])=[CH:31][CH:32]=4)[N:27]([CH2:35][CH2:36][N:37]4[CH2:42][CH2:41][O:40][CH2:39][CH2:38]4)[N:26]=3)=[CH:23][N:24]=[C:19]2[N:18](C(C2C=CC=CC=2)(C2C=CC=CC=2)C2C=CC=CC=2)[CH:17]=1)=[O:15])([CH3:12])[CH3:11])(C(C)(C)C)(C)C.[ClH:62].